From a dataset of Full USPTO retrosynthesis dataset with 1.9M reactions from patents (1976-2016). Predict the reactants needed to synthesize the given product. (1) Given the product [CH3:1][N:2]([C@@H:22]([C:24]1[CH:29]=[C:28]([C:30]([F:33])([F:32])[F:31])[CH:27]=[C:26]([CH3:34])[CH:25]=1)[CH3:23])[C:3]([N:5]1[CH2:10][CH2:9][N:8]2[C:11](=[O:14])[C:12]([C:45]([O:46][CH3:47])=[O:48])([C:45]([O:46][CH3:47])=[O:48])[CH2:13][C@H:7]2[C@@H:6]1[C:15]1[CH:20]=[CH:19][CH:18]=[CH:17][C:16]=1[CH3:21])=[O:4], predict the reactants needed to synthesize it. The reactants are: [CH3:1][N:2]([C@@H:22]([C:24]1[CH:29]=[C:28]([C:30]([F:33])([F:32])[F:31])[CH:27]=[C:26]([CH3:34])[CH:25]=1)[CH3:23])[C:3]([N:5]1[CH2:10][CH2:9][N:8]2[C:11](=[O:14])[CH2:12][CH2:13][C@H:7]2[C@@H:6]1[C:15]1[CH:20]=[CH:19][CH:18]=[CH:17][C:16]=1[CH3:21])=[O:4].[Li+].C[Si]([N-][Si](C)(C)C)(C)C.[C:45](Cl)(=[O:48])[O:46][CH3:47]. (2) Given the product [CH3:19][CH:20]1[CH2:25][CH:24]([O:1][C:2]2[CH:7]=[CH:6][N:5]([C:8]3[CH:9]=[CH:10][C:11]([S:14]([CH3:17])(=[O:16])=[O:15])=[CH:12][CH:13]=3)[C:4](=[O:18])[CH:3]=2)[CH2:23][CH2:22][N:21]1[C:31]([O:33][C:34]([CH3:35])([CH3:37])[CH3:36])=[O:32], predict the reactants needed to synthesize it. The reactants are: [OH:1][C:2]1[CH:7]=[CH:6][N:5]([C:8]2[CH:13]=[CH:12][C:11]([S:14]([CH3:17])(=[O:16])=[O:15])=[CH:10][CH:9]=2)[C:4](=[O:18])[CH:3]=1.[CH3:19][C@H:20]1[CH2:25][C@@H:24](OS(C)(=O)=O)[CH2:23][CH2:22][N:21]1[C:31]([O:33][C:34]([CH3:37])([CH3:36])[CH3:35])=[O:32].C(=O)([O-])[O-].[K+].[K+]. (3) Given the product [Br:15][C:16]1[C:17]([CH3:25])=[CH:18][C:19]([C:22]([N:1]2[CH2:5][CH2:4][CH2:3][CH2:2]2)=[O:23])=[N:20][CH:21]=1, predict the reactants needed to synthesize it. The reactants are: [NH:1]1[CH2:5][CH2:4][CH2:3][CH2:2]1.CCN(C(C)C)C(C)C.[Br:15][C:16]1[C:17]([CH3:25])=[CH:18][C:19]([C:22](Cl)=[O:23])=[N:20][CH:21]=1. (4) The reactants are: [C:1]([C:5]1[CH:15]=[CH:14][C:8]([O:9][CH2:10][C:11]([OH:13])=O)=[CH:7][CH:6]=1)([CH3:4])([CH3:3])[CH3:2].NC1C=[C:19](C=CN=1)[C:20](N)=[O:21].CC[N:28]([CH:32]([CH3:34])C)[CH:29]([CH3:31])C.C1C[N:38]([P+](ON2N=NC3C=CC=CC2=3)(N2CCCC2)N2CCCC2)CC1.F[P-](F)(F)(F)(F)F.CN([CH:71]=[O:72])C. Given the product [CH3:71][O:72][C:20](=[O:21])[C:19]1[CH:31]=[CH:29][N:28]=[C:32]([NH:38][C:11](=[O:13])[CH2:10][O:9][C:8]2[CH:7]=[CH:6][C:5]([C:1]([CH3:2])([CH3:3])[CH3:4])=[CH:15][CH:14]=2)[CH:34]=1, predict the reactants needed to synthesize it. (5) The reactants are: [NH2:1][CH2:2][CH2:3][CH2:4][C:5]1[C:6]([NH:13][CH2:14][CH2:15][CH2:16][CH2:17][CH3:18])=[N:7][C:8]([NH2:12])=[N:9][C:10]=1[CH3:11].[CH:19]([C:21]1[CH:26]=[CH:25][C:24]([CH2:27][C:28]([O:30][CH3:31])=[O:29])=[CH:23][CH:22]=1)=O.C(O)(=O)C.[BH4-].[Na+]. Given the product [NH2:12][C:8]1[N:9]=[C:10]([CH3:11])[C:5]([CH2:4][CH2:3][CH2:2][NH:1][CH2:19][C:21]2[CH:22]=[CH:23][C:24]([CH2:27][C:28]([O:30][CH3:31])=[O:29])=[CH:25][CH:26]=2)=[C:6]([NH:13][CH2:14][CH2:15][CH2:16][CH2:17][CH3:18])[N:7]=1, predict the reactants needed to synthesize it. (6) Given the product [C:38]([O:37][C:35](=[O:36])[O:34][CH2:33][C@@H:32]([NH:28][C:26]([C:18]([CH3:17])([CH3:19])[CH3:46])=[O:27])[CH2:31][C@H:30]([C:29](=[O:45])[C:2]1[CH:7]=[CH:6][C:5]([O:8][CH3:9])=[C:4]([O:10][CH2:11][CH2:12][CH2:13][O:14][CH3:15])[CH:3]=1)[CH:42]([CH3:43])[CH3:44])([CH3:39])([CH3:40])[CH3:41], predict the reactants needed to synthesize it. The reactants are: Br[C:2]1[CH:7]=[CH:6][C:5]([O:8][CH3:9])=[C:4]([O:10][CH2:11][CH2:12][CH2:13][O:14][CH3:15])[CH:3]=1.C([Li])[CH2:17][CH2:18][CH3:19].C(O[C:26]([N:28]1[C@H:32]([CH2:33][O:34][C:35]([O:37][C:38]([CH3:41])([CH3:40])[CH3:39])=[O:36])[CH2:31][C@@H:30]([CH:42]([CH3:44])[CH3:43])[C:29]1=[O:45])=[O:27])(C)(C)C.[C:46](O)(=O)C. (7) Given the product [CH3:19][N:20]([CH3:21])[C:11]([C:9]1[N:8]([CH:14]2[CH2:18][CH2:17][CH2:16][CH2:15]2)[C:6]2[N:7]=[C:2]([Cl:1])[N:3]=[CH:4][C:5]=2[CH:10]=1)=[O:13], predict the reactants needed to synthesize it. The reactants are: [Cl:1][C:2]1[N:3]=[CH:4][C:5]2[CH:10]=[C:9]([C:11]([OH:13])=O)[N:8]([CH:14]3[CH2:18][CH2:17][CH2:16][CH2:15]3)[C:6]=2[N:7]=1.[CH3:19][N:20](C(ON1N=NC2C=CC=CC1=2)=[N+](C)C)[CH3:21].F[P-](F)(F)(F)(F)F.C(N(C(C)C)CC)(C)C.CNC.C(O)C.